This data is from Full USPTO retrosynthesis dataset with 1.9M reactions from patents (1976-2016). The task is: Predict the reactants needed to synthesize the given product. (1) Given the product [N:1]1([CH2:7][CH2:8][NH:9][C:11]2[N:12]=[N+:13]([O-:24])[C:14]3[CH:23]=[C:22]4[C:18]([CH2:19][CH2:20][CH2:21]4)=[CH:17][C:15]=3[N:16]=2)[CH2:6][CH2:5][O:4][CH2:3][CH2:2]1, predict the reactants needed to synthesize it. The reactants are: [N:1]1([CH2:7][CH2:8][NH2:9])[CH2:6][CH2:5][O:4][CH2:3][CH2:2]1.Cl[C:11]1[N:12]=[N+:13]([O-:24])[C:14]2[CH:23]=[C:22]3[C:18]([CH2:19][CH2:20][CH2:21]3)=[CH:17][C:15]=2[N:16]=1. (2) Given the product [CH3:1][CH:2]1[CH2:7][CH2:6][CH2:5][N:4]2[CH:8]=[CH:9][N:10]=[C:3]12, predict the reactants needed to synthesize it. The reactants are: [CH3:1][C:2]1[C:3]2[N:4]([CH:8]=[CH:9][N:10]=2)[CH:5]=[CH:6][CH:7]=1. (3) Given the product [C:27]([O:31][C:32](=[O:36])[CH2:33][O:34]/[N:35]=[CH:18]/[C:17]1[CH:20]=[CH:21][C:14]([C:11]2[CH2:10][C:9]([C:4]3[CH:3]=[C:2]([Cl:1])[CH:7]=[C:6]([Cl:8])[CH:5]=3)([C:23]([F:26])([F:24])[F:25])[O:13][N:12]=2)=[CH:15][C:16]=1[CH3:22])([CH3:30])([CH3:29])[CH3:28], predict the reactants needed to synthesize it. The reactants are: [Cl:1][C:2]1[CH:3]=[C:4]([C:9]2([C:23]([F:26])([F:25])[F:24])[O:13][N:12]=[C:11]([C:14]3[CH:21]=[CH:20][C:17]([CH:18]=O)=[C:16]([CH3:22])[CH:15]=3)[CH2:10]2)[CH:5]=[C:6]([Cl:8])[CH:7]=1.[C:27]([O:31][C:32](=[O:36])[CH2:33][O:34][NH2:35])([CH3:30])([CH3:29])[CH3:28].C1(C)C=CC(S(O)(=O)=O)=CC=1.